Dataset: Forward reaction prediction with 1.9M reactions from USPTO patents (1976-2016). Task: Predict the product of the given reaction. (1) Given the reactants O=P(Cl)(Cl)Cl.[F:6][C:7]1[CH:12]=[CH:11][C:10]([N+:13]([O-:15])=[O:14])=[CH:9][C:8]=1[N:16]1[CH:20]=[CH:19][CH:18]=[CH:17]1.CN([CH:24]=[O:25])C, predict the reaction product. The product is: [F:6][C:7]1[CH:12]=[CH:11][C:10]([N+:13]([O-:15])=[O:14])=[CH:9][C:8]=1[N:16]1[CH:20]=[CH:19][CH:18]=[C:17]1[CH:24]=[O:25]. (2) The product is: [Cl:23][C:9]1[C:8]([C:5]([OH:7])=[O:26])=[CH:17][C:16]([Cl:18])=[C:15]2[C:10]=1[C:11]([CH3:22])([CH3:21])[CH2:12][CH2:13][S:14]2(=[O:20])=[O:19]. Given the reactants [OH-].[Na+].BrBr.[C:5]([C:8]1[C:9]([Cl:23])=[C:10]2[C:15](=[C:16]([Cl:18])[CH:17]=1)[S:14](=[O:20])(=[O:19])[CH2:13][CH2:12][C:11]2([CH3:22])[CH3:21])(=[O:7])C.C(OCC)(=[O:26])C, predict the reaction product. (3) Given the reactants [CH3:1][O:2][C:3](=[O:13])[CH2:4][C:5]1[C:6]([Cl:12])=[N:7][CH:8]=[N:9][C:10]=1[Cl:11].[CH3:14]I, predict the reaction product. The product is: [CH3:1][O:2][C:3](=[O:13])[CH:4]([C:5]1[C:6]([Cl:12])=[N:7][CH:8]=[N:9][C:10]=1[Cl:11])[CH3:14].